Dataset: Forward reaction prediction with 1.9M reactions from USPTO patents (1976-2016). Task: Predict the product of the given reaction. (1) Given the reactants C([Mg]Br)C.C1COCC1.I[C:11]1[N:12]=[C:13]([CH3:19])[N:14]2[CH:18]=[CH:17][S:16][C:15]=12.[CH3:20][S:21]S(C)(=O)=O.[Cl-].[NH4+], predict the reaction product. The product is: [CH3:19][C:13]1[N:14]2[C:15]([S:16][CH:17]=[CH:18]2)=[C:11]([S:21][CH3:20])[N:12]=1. (2) Given the reactants [C:1]([O:4][C@@H:5]1[C@@H:10]([O:11][C:12](=[O:14])[CH3:13])[C@H:9]([O:15][C:16](=[O:18])[CH3:17])[C@@H:8]([CH2:19][O:20][C:21](=[O:23])[CH3:22])[O:7][C@H:6]1[C:24]1[CH:29]=[CH:28][C:27]([CH3:30])=[C:26]([CH2:31][C:32]2[S:33][C:34](Cl)=[CH:35][CH:36]=2)[CH:25]=1)(=[O:3])[CH3:2].C(N(CC)CC)C, predict the reaction product. The product is: [C:1]([O:4][C@@H:5]1[C@@H:10]([O:11][C:12](=[O:14])[CH3:13])[C@H:9]([O:15][C:16](=[O:18])[CH3:17])[C@@H:8]([CH2:19][O:20][C:21](=[O:23])[CH3:22])[O:7][C@H:6]1[C:24]1[CH:29]=[CH:28][C:27]([CH3:30])=[C:26]([CH2:31][C:32]2[S:33][CH:34]=[CH:35][CH:36]=2)[CH:25]=1)(=[O:3])[CH3:2]. (3) Given the reactants [Cl:1][C:2]1[CH:16]=[C:15]([O:17][CH2:18][CH:19]=[C:20]([Cl:22])[Cl:21])[CH:14]=[C:13]([Cl:23])[C:3]=1[O:4][CH2:5][CH2:6][CH2:7][O:8]S(C)(=O)=O.O[C:25]1[CH:30]=[CH:29][C:28]([C:31](=[O:35])[CH2:32][O:33][CH3:34])=[CH:27][CH:26]=1.C(=O)([O-])[O-].[K+].[K+].O, predict the reaction product. The product is: [Cl:1][C:2]1[CH:16]=[C:15]([O:17][CH2:18][CH:19]=[C:20]([Cl:22])[Cl:21])[CH:14]=[C:13]([Cl:23])[C:3]=1[O:4][CH2:5][CH2:6][CH2:7][O:8][C:25]1[CH:30]=[CH:29][C:28]([C:31](=[O:35])[CH2:32][O:33][CH3:34])=[CH:27][CH:26]=1. (4) Given the reactants [O:1]=[C:2]1[CH2:7][CH2:6][N:5]2[CH:8]=[C:9]([C:11]([OH:13])=O)[N:10]=[C:4]2[NH:3]1.CCN=C=NCCCN(C)C.CCN(C(C)C)C(C)C.C1C=CC2N(O)N=NC=2C=1.[NH2:44][C@@H:45]([CH3:62])[CH2:46][N:47]1[CH:51]=[CH:50][C:49]([C:52]2[CH:59]=[C:58]([F:60])[C:55]([C:56]#[N:57])=[C:54]([Cl:61])[CH:53]=2)=[N:48]1, predict the reaction product. The product is: [Cl:61][C:54]1[CH:53]=[C:52]([C:49]2[CH:50]=[CH:51][N:47]([CH2:46][C@@H:45]([NH:44][C:11]([C:9]3[N:10]=[C:4]4[NH:3][C:2](=[O:1])[CH2:7][CH2:6][N:5]4[CH:8]=3)=[O:13])[CH3:62])[N:48]=2)[CH:59]=[C:58]([F:60])[C:55]=1[C:56]#[N:57]. (5) Given the reactants COC1C=CC([N:9](C(C2C=CC=CC=2)C2C=CC=CC=2)[C:10]2[C:11]3[CH:18]=[CH:17][N:16]([C@@H:19]4[O:43][C@H:42]([CH2:44][O:45][C:46](=[O:54])[CH2:47][CH2:48][CH2:49][CH2:50][CH2:51][CH2:52][CH3:53])[C@@H:31]([O:32][C:33](=[O:41])[CH2:34][CH2:35][CH2:36][CH2:37][CH2:38][CH2:39][CH3:40])[C@@:20]4([CH3:55])[O:21][C:22](=[O:30])[CH2:23][CH2:24][CH2:25][CH2:26][CH2:27][CH2:28][CH3:29])[C:12]=3[N:13]=[CH:14][N:15]=2)=CC=1.CO.C(O)(=O)C, predict the reaction product. The product is: [NH2:9][C:10]1[C:11]2[CH:18]=[CH:17][N:16]([C@@H:19]3[O:43][C@H:42]([CH2:44][O:45][C:46](=[O:54])[CH2:47][CH2:48][CH2:49][CH2:50][CH2:51][CH2:52][CH3:53])[C@@H:31]([O:32][C:33](=[O:41])[CH2:34][CH2:35][CH2:36][CH2:37][CH2:38][CH2:39][CH3:40])[C@@:20]3([CH3:55])[O:21][C:22](=[O:30])[CH2:23][CH2:24][CH2:25][CH2:26][CH2:27][CH2:28][CH3:29])[C:12]=2[N:13]=[CH:14][N:15]=1. (6) Given the reactants C[C@H:2]1[CH2:7][N:6]([CH2:8][C:9]2[CH:14]=[CH:13][C:12]([NH:15][CH3:16])=[CH:11][CH:10]=2)[CH2:5][CH2:4][N:3]1[C:17]([O:19][C:20]([CH3:23])([CH3:22])[CH3:21])=[O:18].[BH4-].[Na+], predict the reaction product. The product is: [CH3:16][NH:15][C:12]1[CH:13]=[CH:14][C:9]([CH2:8][N:6]2[CH2:7][CH2:2][N:3]([C:17]([O:19][C:20]([CH3:23])([CH3:22])[CH3:21])=[O:18])[CH2:4][CH2:5]2)=[CH:10][CH:11]=1. (7) The product is: [CH:14]1[C:22]2[C:21]3[CH:23]=[CH:24][CH:25]=[CH:26][C:20]=3[O:19][C:18]=2[CH:17]=[CH:16][C:15]=1[CH:11]1[C@@H:10]([NH:12][C:38](=[O:53])[CH3:39])[C:9]2[C:4](=[CH:5][CH:6]=[C:7]([Cl:43])[CH:8]=2)[O:3][CH2:2]1. Given the reactants C[C:2]1(C)[CH2:11][CH:10]([NH2:12])[C:9]2[C:4](=[CH:5][CH:6]=[CH:7][CH:8]=2)[O:3]1.[CH:14]1[C:22]2[C:21]3[CH:23]=[CH:24][CH:25]=[CH:26][C:20]=3[O:19][C:18]=2[C:17](CCC(O)=O)=[CH:16][CH:15]=1.CCN=C=NC[CH2:38][CH2:39]N(C)C.[ClH:43].C1C=CC2N([OH:53])N=NC=2C=1.C(N(CC)CC)C, predict the reaction product.